The task is: Predict the product of the given reaction.. This data is from Forward reaction prediction with 1.9M reactions from USPTO patents (1976-2016). (1) Given the reactants [C:1]([O:5][C:6]([N:8]1[C:16]2[C:11](=[CH:12][C:13]([N:17]3[CH2:22][CH2:21][N:20]([CH3:23])[CH2:19][CH2:18]3)=[CH:14][CH:15]=2)[CH:10]=[C:9]1[C:24]1[C:25](=[O:39])[N:26]([CH2:31][O:32][CH2:33][CH2:34][Si:35]([CH3:38])([CH3:37])[CH3:36])[CH:27]=[C:28]([NH2:30])[CH:29]=1)=[O:7])([CH3:4])([CH3:3])[CH3:2].[CH3:40][C:41]1[CH:55]=[CH:54][C:44]([CH2:45][N:46]2[CH:50]=[C:49]([C:51](Cl)=[O:52])[CH:48]=[N:47]2)=[CH:43][CH:42]=1, predict the reaction product. The product is: [C:1]([O:5][C:6]([N:8]1[C:16]2[C:11](=[CH:12][C:13]([N:17]3[CH2:22][CH2:21][N:20]([CH3:23])[CH2:19][CH2:18]3)=[CH:14][CH:15]=2)[CH:10]=[C:9]1[C:24]1[C:25](=[O:39])[N:26]([CH2:31][O:32][CH2:33][CH2:34][Si:35]([CH3:36])([CH3:38])[CH3:37])[CH:27]=[C:28]([NH:30][C:51]([C:49]2[CH:48]=[N:47][N:46]([CH2:45][C:44]3[CH:54]=[CH:55][C:41]([CH3:40])=[CH:42][CH:43]=3)[CH:50]=2)=[O:52])[CH:29]=1)=[O:7])([CH3:2])([CH3:4])[CH3:3]. (2) Given the reactants C([O:4][C@@H:5]1[C@@H:9]2[O:10][Si:11]([CH:25]([CH3:27])[CH3:26])([CH:22]([CH3:24])[CH3:23])[O:12][Si:13]([CH:19]([CH3:21])[CH3:20])([CH:16]([CH3:18])[CH3:17])[O:14][CH2:15][C@H:8]2[O:7][C@H:6]1[N:28]1[C:32]2[N:33]=[CH:34][N:35]=[C:36]([NH2:37])[C:31]=2[C:30]([C:38](=[NH:40])[NH2:39])=[CH:29]1)(=O)C, predict the reaction product. The product is: [NH2:37][C:36]1[C:31]2[C:30]([C:38](=[NH:39])[NH2:40])=[CH:29][N:28]([C@@H:6]3[O:7][C@H:8]4[C@@H:9]([O:10][Si:11]([CH:22]([CH3:24])[CH3:23])([CH:25]([CH3:27])[CH3:26])[O:12][Si:13]([CH:19]([CH3:20])[CH3:21])([CH:16]([CH3:17])[CH3:18])[O:14][CH2:15]4)[C@H:5]3[OH:4])[C:32]=2[N:33]=[CH:34][N:35]=1. (3) Given the reactants [CH3:1][C:2]1[CH:7]=[CH:6][CH:5]=[CH:4][C:3]=1[OH:8].Cl[C:10]1[C:19]2[C:14](=[CH:15][C:16]([O:20][CH3:21])=[CH:17][CH:18]=2)[CH:13]=[C:12]([NH:22][C:23]2[CH:27]=[C:26]([CH3:28])[NH:25][N:24]=2)[N:11]=1, predict the reaction product. The product is: [CH3:28][C:26]1[NH:25][N:24]=[C:23]([NH:22][C:12]2[N:11]=[C:10]([O:8][C:3]3[CH:4]=[CH:5][CH:6]=[CH:7][C:2]=3[CH3:1])[C:19]3[C:14]([CH:13]=2)=[CH:15][C:16]([O:20][CH3:21])=[CH:17][CH:18]=3)[CH:27]=1. (4) Given the reactants [NH:1]1[CH2:6][CH2:5][CH:4]([N:7]2[C:13]3[CH:14]=[CH:15][CH:16]=[CH:17][C:12]=3[CH2:11][CH2:10][C:9]3[CH:18]=[CH:19][CH:20]=[CH:21][C:8]2=3)[CH2:3][CH2:2]1.[C:22]([O:26][C:27]([NH:29][CH2:30][C:31](O)=[O:32])=[O:28])([CH3:25])([CH3:24])[CH3:23].Cl.C(N=C=NCCCN(C)C)C.C(N(CC)CC)C, predict the reaction product. The product is: [CH:17]1[C:12]2[CH2:11][CH2:10][C:9]3[CH:18]=[CH:19][CH:20]=[CH:21][C:8]=3[N:7]([CH:4]3[CH2:5][CH2:6][N:1]([C:31](=[O:32])[CH2:30][NH:29][C:27](=[O:28])[O:26][C:22]([CH3:23])([CH3:24])[CH3:25])[CH2:2][CH2:3]3)[C:13]=2[CH:14]=[CH:15][CH:16]=1. (5) Given the reactants [NH2:1][C:2]1[CH:18]=[CH:17][C:5]([O:6][CH2:7][C:8]([O:10][CH2:11][CH2:12][Si:13]([CH3:16])([CH3:15])[CH3:14])=[O:9])=[CH:4][C:3]=1[O:19][CH2:20][C:21]1[CH:26]=[CH:25][CH:24]=[CH:23][CH:22]=1.C(=O)([O-])[O-].[K+].[K+].Br[CH2:34][C:35]([O:37][CH3:38])=[O:36].O, predict the reaction product. The product is: [CH3:15][Si:13]([CH3:16])([CH3:14])[CH2:12][CH2:11][O:10][C:8](=[O:9])[CH2:7][O:6][C:5]1[CH:17]=[CH:18][C:2]([NH:1][CH2:34][C:35]([O:37][CH3:38])=[O:36])=[C:3]([O:19][CH2:20][C:21]2[CH:26]=[CH:25][CH:24]=[CH:23][CH:22]=2)[CH:4]=1. (6) Given the reactants [CH3:1][O:2][C:3]1[CH:8]=[CH:7][CH:6]=[CH:5][C:4]=1[N:9]1[CH2:14][CH2:13][N:12]([CH2:15][CH2:16][CH:17]([C:24]([CH:26]2[CH2:31][CH2:30][CH2:29][CH2:28][CH2:27]2)=[O:25])[C:18]2[CH:23]=[CH:22][CH:21]=[CH:20][CH:19]=2)[CH2:11][CH2:10]1.CC(C[Al]CC(C)C)C, predict the reaction product. The product is: [CH3:1][O:2][C:3]1[CH:8]=[CH:7][CH:6]=[CH:5][C:4]=1[N:9]1[CH2:10][CH2:11][N:12]([CH2:15][CH2:16][CH:17]([C:18]2[CH:23]=[CH:22][CH:21]=[CH:20][CH:19]=2)[CH:24]([CH:26]2[CH2:31][CH2:30][CH2:29][CH2:28][CH2:27]2)[OH:25])[CH2:13][CH2:14]1.